Dataset: Full USPTO retrosynthesis dataset with 1.9M reactions from patents (1976-2016). Task: Predict the reactants needed to synthesize the given product. (1) Given the product [CH3:1][C:2]1[NH:6][N:5]=[CH:4][C:3]=1[C:7]([NH:13][NH2:14])=[O:9], predict the reactants needed to synthesize it. The reactants are: [CH3:1][C:2]1[NH:6][N:5]=[CH:4][C:3]=1[C:7]([O:9]CC)=O.O.[NH2:13][NH2:14]. (2) Given the product [ClH:1].[ClH:1].[ClH:1].[NH2:28][CH2:27][CH2:26][N:25]1[C:18]2[C:17]([NH:16][C:4]3[CH:5]=[CH:6][C:7]([O:8][CH2:9][C:10]4[CH:15]=[CH:14][CH:13]=[CH:12][N:11]=4)=[C:2]([Cl:1])[CH:3]=3)=[N:22][CH:21]=[N:20][C:19]=2[CH:23]=[CH:24]1, predict the reactants needed to synthesize it. The reactants are: [Cl:1][C:2]1[CH:3]=[C:4]([NH:16][C:17]2[C:18]3[N:25]([CH2:26][CH2:27][NH:28]C(=O)OC(C)(C)C)[CH:24]=[CH:23][C:19]=3[N:20]=[CH:21][N:22]=2)[CH:5]=[CH:6][C:7]=1[O:8][CH2:9][C:10]1[CH:15]=[CH:14][CH:13]=[CH:12][N:11]=1. (3) Given the product [ClH:1].[NH2:39][C:36]1[S:37][CH:38]=[C:34]([C:31]2[CH:32]=[CH:33][C:28]([C:3]3[CH:4]=[C:5]4[C:10](=[CH:11][C:2]=3[Cl:1])[NH:9][C:8](=[O:12])[C:7]([N:13]3[CH:17]=[CH:16][CH:15]=[N:14]3)=[C:6]4[OH:18])=[CH:29][CH:30]=2)[N:35]=1, predict the reactants needed to synthesize it. The reactants are: [Cl:1][C:2]1[CH:11]=[C:10]2[C:5]([C:6]([OH:18])=[C:7]([N:13]3[CH:17]=[CH:16][CH:15]=[N:14]3)[C:8](=[O:12])[NH:9]2)=[CH:4][C:3]=1I.CC1(C)C(C)(C)OB([C:28]2[CH:33]=[CH:32][C:31]([C:34]3[N:35]=[C:36]([NH:39]C(=O)C)[S:37][CH:38]=3)=[CH:30][CH:29]=2)O1.C([O-])([O-])=O.[Na+].[Na+].